This data is from Forward reaction prediction with 1.9M reactions from USPTO patents (1976-2016). The task is: Predict the product of the given reaction. (1) Given the reactants [Cl:1][CH2:2][CH2:3][CH2:4][CH2:5][CH2:6][CH2:7][O:8][CH2:9][CH2:10][O:11][CH2:12][CH2:13][NH:14]C(=O)OC(C)(C)C.C(O)(C(F)(F)F)=O.C([O-])([O-])=O.[K+].[K+], predict the reaction product. The product is: [Cl:1][CH2:2][CH2:3][CH2:4][CH2:5][CH2:6][CH2:7][O:8][CH2:9][CH2:10][O:11][CH2:12][CH2:13][NH2:14]. (2) Given the reactants [OH:1][C:2]1[CH:7]=[CH:6][C:5]([S:8][CH2:9][CH2:10][CH2:11][C:12]([OH:14])=O)=[CH:4][CH:3]=1.[Cl:15][C:16]1[CH:24]=[C:23]([Cl:25])[CH:22]=[CH:21][C:17]=1[CH2:18][NH:19][CH3:20], predict the reaction product. The product is: [Cl:15][C:16]1[CH:24]=[C:23]([Cl:25])[CH:22]=[CH:21][C:17]=1[CH2:18][N:19]([CH3:20])[C:12](=[O:14])[CH2:11][CH2:10][CH2:9][S:8][C:5]1[CH:4]=[CH:3][C:2]([OH:1])=[CH:7][CH:6]=1. (3) Given the reactants Br[C:2]1[CH:7]=[CH:6][C:5]([NH:8][CH:9]2[CH2:13][O:12][C:11]3[CH:14]=[CH:15][CH:16]=[CH:17][C:10]2=3)=[CH:4][CH:3]=1.[B:18]1([B:18]2[O:22][C:21]([CH3:24])([CH3:23])[C:20]([CH3:26])([CH3:25])[O:19]2)[O:22][C:21]([CH3:24])([CH3:23])[C:20]([CH3:26])([CH3:25])[O:19]1.ClCCl.C([O-])(=O)C.[K+], predict the reaction product. The product is: [O:12]1[CH2:13][CH:9]([NH:8][C:5]2[CH:6]=[CH:7][C:2]([B:18]3[O:22][C:21]([CH3:24])([CH3:23])[C:20]([CH3:26])([CH3:25])[O:19]3)=[CH:3][CH:4]=2)[C:10]2[CH:17]=[CH:16][CH:15]=[CH:14][C:11]1=2. (4) Given the reactants C[O:2][CH2:3][CH2:4][N:5]([CH3:53])[CH2:6][CH2:7][N:8]([CH3:52])[C:9](=[O:51])[C:10]1[CH:50]=[CH:49][CH:48]=[C:12]([C:13]([NH:15][C:16]2[CH:21]=[CH:20][C:19]([N:22]3[CH2:27][CH2:26][CH2:25][CH2:24][CH2:23]3)=[CH:18][C:17]=2[C:28]2[CH:33]=[C:32]([C:34](=[O:47])[NH:35][CH2:36][C:37]3[CH:42]=[CH:41][CH:40]=[C:39]([C:43]([F:46])([F:45])[F:44])[CH:38]=3)[CH:31]=[CH:30][N:29]=2)=[O:14])[CH:11]=1.CNCCO, predict the reaction product. The product is: [OH:2][CH2:3][CH2:4][N:5]([CH3:53])[CH2:6][CH2:7][N:8]([CH3:52])[C:9](=[O:51])[C:10]1[CH:50]=[CH:49][CH:48]=[C:12]([C:13]([NH:15][C:16]2[CH:21]=[CH:20][C:19]([N:22]3[CH2:27][CH2:26][CH2:25][CH2:24][CH2:23]3)=[CH:18][C:17]=2[C:28]2[CH:33]=[C:32]([C:34](=[O:47])[NH:35][CH2:36][C:37]3[CH:42]=[CH:41][CH:40]=[C:39]([C:43]([F:44])([F:46])[F:45])[CH:38]=3)[CH:31]=[CH:30][N:29]=2)=[O:14])[CH:11]=1.